Predict the reaction yield, written as a fraction of the theoretical maximum amount of product (1.0 means a 100% yield; for example, 0.34 means a 34% yield). From a dataset of Reaction yield outcomes from USPTO patents with 853,638 reactions. The reactants are [N:1]1([C:7]2[CH:8]=[C:9]([C:31]([O:33]C)=[O:32])[C:10]3[N:14]=[C:13]([C:15]([F:18])([F:17])[F:16])[N:12]([CH2:19][C:20]4[C:29]5[C:24](=[CH:25][CH:26]=[CH:27][CH:28]=5)[CH:23]=[CH:22][CH:21]=4)[C:11]=3[CH:30]=2)[CH2:6][CH2:5][O:4][CH2:3][CH2:2]1.[OH-].[Na+].Cl. The catalyst is CO. The product is [N:1]1([C:7]2[CH:8]=[C:9]([C:31]([OH:33])=[O:32])[C:10]3[N:14]=[C:13]([C:15]([F:18])([F:16])[F:17])[N:12]([CH2:19][C:20]4[C:29]5[C:24](=[CH:25][CH:26]=[CH:27][CH:28]=5)[CH:23]=[CH:22][CH:21]=4)[C:11]=3[CH:30]=2)[CH2:2][CH2:3][O:4][CH2:5][CH2:6]1. The yield is 0.820.